This data is from Full USPTO retrosynthesis dataset with 1.9M reactions from patents (1976-2016). The task is: Predict the reactants needed to synthesize the given product. (1) The reactants are: Cl.Cl.[F:3][C:4]1[CH:5]=[CH:6][C:7]2[N:11]=[C:10]([C@@H:12]([NH2:14])[CH3:13])[N:9]([C:15]3[CH:20]=[CH:19][CH:18]=[CH:17][CH:16]=3)[C:8]=2[C:21]=1[CH3:22].Cl[C:24]1[N:32]=[CH:31][N:30]=[C:29]2[C:25]=1[N:26]=[CH:27][N:28]2C1CCCCO1.CCN(C(C)C)C(C)C.Cl. Given the product [F:3][C:4]1[CH:5]=[CH:6][C:7]2[N:11]=[C:10]([C@@H:12]([NH:14][C:24]3[N:32]=[CH:31][N:30]=[C:29]4[C:25]=3[N:26]=[CH:27][NH:28]4)[CH3:13])[N:9]([C:15]3[CH:16]=[CH:17][CH:18]=[CH:19][CH:20]=3)[C:8]=2[C:21]=1[CH3:22], predict the reactants needed to synthesize it. (2) The reactants are: [CH3:1][C@@H:2]1[O:7][C@H:6]([CH3:8])[CH2:5][N:4]([C:9]2[C:14]([CH:15]=[O:16])=[CH:13][C:12](B3OC(C)(C)C(C)(C)O3)=[CH:11][N:10]=2)[CH2:3]1.Br[C:27]1[NH:28][CH:29]=[CH:30][N:31]=1. Given the product [CH3:8][C@H:6]1[O:7][C@@H:2]([CH3:1])[CH2:3][N:4]([C:9]2[C:14]([CH:15]=[O:16])=[CH:13][C:12]([C:27]3[NH:28][CH:29]=[CH:30][N:31]=3)=[CH:11][N:10]=2)[CH2:5]1, predict the reactants needed to synthesize it.